From a dataset of Full USPTO retrosynthesis dataset with 1.9M reactions from patents (1976-2016). Predict the reactants needed to synthesize the given product. (1) Given the product [F:17][C:18]1[CH:23]=[CH:22][C:21]([N:24]2[C:3](=[O:16])[CH2:4][C:5]([CH2:6][CH2:7][C:8]3[CH:9]=[CH:10][C:11]([F:14])=[CH:12][CH:13]=3)=[N:25]2)=[CH:20][CH:19]=1, predict the reactants needed to synthesize it. The reactants are: CO[C:3](=[O:16])[CH2:4][C:5](=O)[CH2:6][CH2:7][C:8]1[CH:13]=[CH:12][C:11]([F:14])=[CH:10][CH:9]=1.[F:17][C:18]1[CH:23]=[CH:22][C:21]([NH:24][NH2:25])=[CH:20][CH:19]=1.Cl.CCOC(C)=O. (2) Given the product [C:38]([C:37]1[CH:40]=[CH:41][C:34]([CH:32]2[C:31]3[C:30](=[O:43])[CH2:29][CH2:28][CH2:27][C:26]=3[N:25]([C:44]3[CH:49]=[CH:48][CH:47]=[C:46]([C:50]([F:53])([F:51])[F:52])[CH:45]=3)[C:24](=[O:23])[N:33]2[C:8]([NH:4][CH3:1])=[O:12])=[C:35]([CH3:42])[CH:36]=1)#[N:39], predict the reactants needed to synthesize it. The reactants are: [CH:1]([N:4]([CH2:8]C)C(C)C)(C)C.ClC(OC1C=CC([N+]([O-])=O)=CC=1)=[O:12].[O:23]=[C:24]1[NH:33][CH:32]([C:34]2[CH:41]=[CH:40][C:37]([C:38]#[N:39])=[CH:36][C:35]=2[CH3:42])[C:31]2[C:30](=[O:43])[CH2:29][CH2:28][CH2:27][C:26]=2[N:25]1[C:44]1[CH:49]=[CH:48][CH:47]=[C:46]([C:50]([F:53])([F:52])[F:51])[CH:45]=1.CN.